Dataset: Catalyst prediction with 721,799 reactions and 888 catalyst types from USPTO. Task: Predict which catalyst facilitates the given reaction. (1) Reactant: [N+:1]([C:4]1[CH:5]=[C:6]([C:16]2[CH:21]=[CH:20][CH:19]=[CH:18][CH:17]=2)[C:7]([C:10]2[CH:15]=[CH:14][CH:13]=[CH:12][CH:11]=2)=[N:8][CH:9]=1)([O-])=O. Product: [C:16]1([C:6]2[CH:5]=[C:4]([NH2:1])[CH:9]=[N:8][C:7]=2[C:10]2[CH:11]=[CH:12][CH:13]=[CH:14][CH:15]=2)[CH:17]=[CH:18][CH:19]=[CH:20][CH:21]=1. The catalyst class is: 19. (2) Reactant: [CH2:1]([O:3][C:4]([C:6]1([CH2:12][NH2:13])[CH2:11][CH2:10][CH2:9][CH2:8][CH2:7]1)=[O:5])[CH3:2].CS([C:17]1[O:18][C:19]2[CH:25]=[C:24]([O:26][C:27]3[CH:32]=[CH:31][N:30]=[C:29]([C:33]([NH:35][CH3:36])=[O:34])[CH:28]=3)[CH:23]=[CH:22][C:20]=2[N:21]=1)=O. Product: [CH2:1]([O:3][C:4]([C:6]1([CH2:12][NH:13][C:17]2[O:18][C:19]3[CH:25]=[C:24]([O:26][C:27]4[CH:32]=[CH:31][N:30]=[C:29]([C:33](=[O:34])[NH:35][CH3:36])[CH:28]=4)[CH:23]=[CH:22][C:20]=3[N:21]=2)[CH2:11][CH2:10][CH2:9][CH2:8][CH2:7]1)=[O:5])[CH3:2]. The catalyst class is: 1.